The task is: Predict the product of the given reaction.. This data is from Forward reaction prediction with 1.9M reactions from USPTO patents (1976-2016). (1) The product is: [NH2:44][CH2:43][CH2:42][N:41]([CH3:40])[C:16]1[N:17]=[C:18]([C:19]2[CH:20]=[C:21]([CH:32]=[CH:33][C:34]=2[CH3:35])[C:22]([NH:24][C:25]2[CH:30]=[CH:29][C:28]([F:31])=[CH:27][CH:26]=2)=[O:23])[C:13]2[CH:12]=[CH:11][C:10](=[O:39])[N:9]([C:3]3[C:2]([F:1])=[CH:7][CH:6]=[CH:5][C:4]=3[F:8])[C:14]=2[N:15]=1. Given the reactants [F:1][C:2]1[CH:7]=[CH:6][CH:5]=[C:4]([F:8])[C:3]=1[N:9]1[C:14]2[N:15]=[C:16](S(C)=O)[N:17]=[C:18]([C:19]3[CH:20]=[C:21]([CH:32]=[CH:33][C:34]=3[CH3:35])[C:22]([NH:24][C:25]3[CH:30]=[CH:29][C:28]([F:31])=[CH:27][CH:26]=3)=[O:23])[C:13]=2[CH:12]=[CH:11][C:10]1=[O:39].[CH3:40][NH:41][CH2:42][CH2:43][NH2:44], predict the reaction product. (2) Given the reactants [Cl:1][C:2]1[C:7]([CH:8]=[O:9])=[CH:6][N:5]=[C:4]2[NH:10][CH:11]=[CH:12][C:3]=12.[H-].[Na+].[CH3:15][Si:16]([CH2:19][CH2:20][O:21][CH2:22]Cl)([CH3:18])[CH3:17], predict the reaction product. The product is: [Cl:1][C:2]1[C:7]([CH:8]=[O:9])=[CH:6][N:5]=[C:4]2[N:10]([CH2:22][O:21][CH2:20][CH2:19][Si:16]([CH3:18])([CH3:17])[CH3:15])[CH:11]=[CH:12][C:3]=12. (3) Given the reactants [F:1][C:2]1[CH:7]=[CH:6][C:5]([C:8]2[CH:12]=[C:11]([CH:13]([OH:15])[CH3:14])[O:10][N:9]=2)=[CH:4][CH:3]=1.CC(OI1(OC(C)=O)(OC(C)=O)OC(=O)C2C=CC=CC1=2)=O, predict the reaction product. The product is: [F:1][C:2]1[CH:3]=[CH:4][C:5]([C:8]2[CH:12]=[C:11]([C:13](=[O:15])[CH3:14])[O:10][N:9]=2)=[CH:6][CH:7]=1. (4) Given the reactants [SH:1][C:2]1[CH:12]=[CH:11][C:5]([O:6][CH2:7][C:8]([OH:10])=[O:9])=[C:4]([CH3:13])[CH:3]=1.[Cl:14][C:15]1[CH:20]=[CH:19][CH:18]=[C:17]([F:21])[C:16]=1[CH2:22][CH2:23][C:24]1[N:25]=[C:26]([C:32]2[CH:37]=[CH:36][C:35]([C:38]([F:41])([F:40])[F:39])=[CH:34][CH:33]=2)[S:27][C:28]=1[CH:29](O)[CH3:30].[CH2:42](P(CCCC)CCCC)[CH2:43]CC.N(C(N1CCCCC1)=O)=NC(N1CCCCC1)=O, predict the reaction product. The product is: [CH2:42]([O:9][C:8](=[O:10])[CH2:7][O:6][C:5]1[CH:11]=[CH:12][C:2]([S:1][CH:29]([C:28]2[S:27][C:26]([C:32]3[CH:37]=[CH:36][C:35]([C:38]([F:41])([F:40])[F:39])=[CH:34][CH:33]=3)=[N:25][C:24]=2[CH2:23][CH2:22][C:16]2[C:17]([F:21])=[CH:18][CH:19]=[CH:20][C:15]=2[Cl:14])[CH3:30])=[CH:3][C:4]=1[CH3:13])[CH3:43]. (5) Given the reactants [CH2:1]([NH:8][C@H:9]([C:28]1[CH:33]=[CH:32][CH:31]=[CH:30][CH:29]=1)[C@H:10]([O:20][CH2:21][C:22]1[CH:27]=[CH:26][CH:25]=[CH:24][CH:23]=1)[CH2:11][O:12][CH2:13][C:14]1[CH:19]=[CH:18][CH:17]=[CH:16][CH:15]=1)[C:2]1[CH:7]=[CH:6][CH:5]=[CH:4][CH:3]=1.C(NC(C)C)(C)C.[C:41](O[C:41]([O:43][C:44]([CH3:47])([CH3:46])[CH3:45])=[O:42])([O:43][C:44]([CH3:47])([CH3:46])[CH3:45])=[O:42].COC(C)(C)C, predict the reaction product. The product is: [CH2:1]([N:8]([C:41]([O:43][C:44]([CH3:47])([CH3:46])[CH3:45])=[O:42])[C@H:9]([C:28]1[CH:29]=[CH:30][CH:31]=[CH:32][CH:33]=1)[C@H:10]([O:20][CH2:21][C:22]1[CH:23]=[CH:24][CH:25]=[CH:26][CH:27]=1)[CH2:11][O:12][CH2:13][C:14]1[CH:15]=[CH:16][CH:17]=[CH:18][CH:19]=1)[C:2]1[CH:3]=[CH:4][CH:5]=[CH:6][CH:7]=1. (6) Given the reactants I([O-])(=O)(=O)=O.[Na+].[OH:7][CH:8]([C:11]1[CH:16]=[CH:15][N:14]2[C:17]([C:20]3[CH:29]=[CH:28][C:27]4[C:22](=[C:23]([N:30]5[CH2:35][CH2:34][CH:33]([CH2:36][NH:37][C:38](=[O:44])[O:39][C:40]([CH3:43])([CH3:42])[CH3:41])[CH2:32][CH2:31]5)[CH:24]=[CH:25][CH:26]=4)[N:21]=3)=[N:18][N:19]=[C:13]2[CH:12]=1)CO, predict the reaction product. The product is: [CH:8]([C:11]1[CH:16]=[CH:15][N:14]2[C:17]([C:20]3[CH:29]=[CH:28][C:27]4[C:22](=[C:23]([N:30]5[CH2:31][CH2:32][CH:33]([CH2:36][NH:37][C:38](=[O:44])[O:39][C:40]([CH3:42])([CH3:41])[CH3:43])[CH2:34][CH2:35]5)[CH:24]=[CH:25][CH:26]=4)[N:21]=3)=[N:18][N:19]=[C:13]2[CH:12]=1)=[O:7]. (7) Given the reactants [Cl:1]N1C(=O)CCC1=O.CN(C=O)C.[C:14]1([CH2:20][CH2:21][CH:22]=[N:23][OH:24])[CH:19]=[CH:18][CH:17]=[CH:16][CH:15]=1.C(OCC)C, predict the reaction product. The product is: [C:14]1([CH2:20][CH2:21][C:22]([Cl:1])=[N:23][OH:24])[CH:19]=[CH:18][CH:17]=[CH:16][CH:15]=1. (8) The product is: [F:7][C:8]([F:23])([F:22])[C:9]1[CH:10]=[C:11]2[CH:16]=[CH:17][NH:15][C:12]2=[N:13][CH:14]=1. Given the reactants CC(C)([O-])C.[K+].[F:7][C:8]([F:23])([F:22])[C:9]1[CH:10]=[C:11]([C:16]#[C:17][Si](C)(C)C)[C:12]([NH2:15])=[N:13][CH:14]=1, predict the reaction product. (9) Given the reactants [NH2:1][C:2]1[N:6]([CH:7]2[CH2:12][CH2:11][CH2:10][N:9]([C:13]([O:15][CH2:16][C:17]3[CH:22]=[CH:21][CH:20]=[CH:19][CH:18]=3)=[O:14])[CH2:8]2)[N:5]=[C:4]([C:23]2[CH:28]=[CH:27][C:26]([I:29])=[CH:25][CH:24]=2)[C:3]=1[C:30]#[N:31].[C:32](Cl)(=[O:34])[CH3:33].C(N(CC)CC)C, predict the reaction product. The product is: [CH2:16]([O:15][C:13]([N:9]1[CH2:10][CH2:11][CH2:12][CH:7]([N:6]2[C:2]([NH:1][C:32](=[O:34])[CH3:33])=[C:3]([C:30]#[N:31])[C:4]([C:23]3[CH:28]=[CH:27][C:26]([I:29])=[CH:25][CH:24]=3)=[N:5]2)[CH2:8]1)=[O:14])[C:17]1[CH:22]=[CH:21][CH:20]=[CH:19][CH:18]=1.